Dataset: Full USPTO retrosynthesis dataset with 1.9M reactions from patents (1976-2016). Task: Predict the reactants needed to synthesize the given product. (1) The reactants are: [Cl:1][C:2]1[C:3]2[C:10]([N+:11]([O-])=O)=[CH:9][N:8]([C@@H:14]3[O:27][C@H:26]([CH2:28][O:29][C:30](=[O:32])[CH3:31])[C@@H:20]([O:21][C:22](=[O:25])[CH2:23][CH3:24])[C@H:15]3[O:16][C:17](=[O:19])[CH3:18])[C:4]=2[N:5]=[CH:6][N:7]=1.[C:33](O[C:33]([O:35][C:36]([CH3:39])([CH3:38])[CH3:37])=[O:34])([O:35][C:36]([CH3:39])([CH3:38])[CH3:37])=[O:34].[H][H]. Given the product [C:36]([O:35][C:33]([NH:11][C:10]1[C:3]2[C:2]([Cl:1])=[N:7][CH:6]=[N:5][C:4]=2[N:8]([C@@H:14]2[O:27][C@H:26]([CH2:28][O:29][C:30](=[O:32])[CH3:31])[C@@H:20]([O:21][C:22](=[O:25])[CH2:23][CH3:24])[C@H:15]2[O:16][C:17](=[O:19])[CH3:18])[CH:9]=1)=[O:34])([CH3:39])([CH3:38])[CH3:37], predict the reactants needed to synthesize it. (2) Given the product [CH2:1]([O:8][C:9]1[CH:10]=[CH:11][C:12]([N+:21]([O-:23])=[O:22])=[C:13]([C:15](=[O:20])[CH:16]=[C:17]([CH3:19])[CH3:18])[CH:14]=1)[C:2]1[CH:3]=[CH:4][CH:5]=[CH:6][CH:7]=1, predict the reactants needed to synthesize it. The reactants are: [CH2:1]([O:8][C:9]1[CH:10]=[CH:11][C:12]([N+:21]([O-:23])=[O:22])=[C:13]([CH:15]([OH:20])[CH:16]=[C:17]([CH3:19])[CH3:18])[CH:14]=1)[C:2]1[CH:7]=[CH:6][CH:5]=[CH:4][CH:3]=1.